From a dataset of Forward reaction prediction with 1.9M reactions from USPTO patents (1976-2016). Predict the product of the given reaction. (1) Given the reactants C(OC(=O)[NH:7][CH2:8][CH2:9][C:10]1[N:11]([CH2:16][C:17]2[CH:22]=[CH:21][C:20]([C:23]#[N:24])=[C:19]([F:25])[CH:18]=2)[C:12]([CH3:15])=[N:13][CH:14]=1)(C)(C)C.[ClH:27], predict the reaction product. The product is: [ClH:27].[ClH:27].[NH2:7][CH2:8][CH2:9][C:10]1[N:11]([CH2:16][C:17]2[CH:22]=[CH:21][C:20]([C:23]#[N:24])=[C:19]([F:25])[CH:18]=2)[C:12]([CH3:15])=[N:13][CH:14]=1. (2) Given the reactants [Cl-].[Na+].[F:3][C:4]1[CH:5]=[CH:6][C:7]([N:10]2[CH:14]=[C:13]([C:15]([OH:17])=O)[C:12]([C:18]3[S:22][C:21]([CH3:23])=[N:20][CH:19]=3)=[N:11]2)=[N:8][CH:9]=1.[O-:24][N+:25]1[C:30]([C:31]([F:34])([F:33])[F:32])=[CH:29][CH:28]=[C:27]([C@H:35]([NH2:37])[CH3:36])[CH:26]=1.C(Cl)CCl.C1C=NC2N(O)N=NC=2C=1.C(N(CC)CC)C.C([O-])(O)=O.[Na+], predict the reaction product. The product is: [F:3][C:4]1[CH:5]=[CH:6][C:7]([N:10]2[CH:14]=[C:13]([C:15]([NH:37][C@@H:35]([C:27]3[CH:26]=[N+:25]([O-:24])[C:30]([C:31]([F:32])([F:33])[F:34])=[CH:29][CH:28]=3)[CH3:36])=[O:17])[C:12]([C:18]3[S:22][C:21]([CH3:23])=[N:20][CH:19]=3)=[N:11]2)=[N:8][CH:9]=1. (3) Given the reactants [F:1][C:2]1[CH:3]=[C:4]([CH:27]=[C:28]([N:30]2[CH2:35][CH2:34][CH:33]([CH3:36])[CH2:32][CH2:31]2)[CH:29]=1)[C:5]([NH:7][C:8]1[C:17]2[C:12](=[CH:13][CH:14]=[CH:15][CH:16]=2)[C:11]([O:18][C:19]2[CH:24]=[CH:23][N:22]=[C:21](SC)[N:20]=2)=[CH:10][CH:9]=1)=[O:6].[CH:37]1([NH2:42])[CH2:41][CH2:40][CH2:39][CH2:38]1, predict the reaction product. The product is: [CH:37]1([NH:42][C:21]2[N:20]=[C:19]([O:18][C:11]3[C:12]4[C:17](=[CH:16][CH:15]=[CH:14][CH:13]=4)[C:8]([NH:7][C:5](=[O:6])[C:4]4[CH:27]=[C:28]([N:30]5[CH2:35][CH2:34][CH:33]([CH3:36])[CH2:32][CH2:31]5)[CH:29]=[C:2]([F:1])[CH:3]=4)=[CH:9][CH:10]=3)[CH:24]=[CH:23][N:22]=2)[CH2:41][CH2:40][CH2:39][CH2:38]1. (4) The product is: [Cl:31][C:28]1[CH:27]=[CH:26][C:25]([C:22]2[S:23][CH:24]=[C:20]([CH2:19][S:18][C:4]3[N:3]=[C:2]([N:33]([CH3:34])[CH2:35][C:36]([O:38][CH3:39])=[O:37])[C:7]([C:8]#[N:9])=[C:6]([N:10]4[CH2:15][CH2:14][CH2:13][CH2:12][CH2:11]4)[C:5]=3[C:16]#[N:17])[N:21]=2)=[CH:30][CH:29]=1. Given the reactants Cl[C:2]1[C:7]([C:8]#[N:9])=[C:6]([N:10]2[CH2:15][CH2:14][CH2:13][CH2:12][CH2:11]2)[C:5]([C:16]#[N:17])=[C:4]([S:18][CH2:19][C:20]2[N:21]=[C:22]([C:25]3[CH:30]=[CH:29][C:28]([Cl:31])=[CH:27][CH:26]=3)[S:23][CH:24]=2)[N:3]=1.Cl.[NH:33]([CH2:35][C:36]([O:38][CH3:39])=[O:37])[CH3:34].C(N(CC)CC)C.O, predict the reaction product. (5) The product is: [O:31]=[C:27]1[CH2:26][C:25]2[C:29](=[CH:30][C:22]([C:20]([C:19]3[CH:18]=[C:17]([NH:16][C:9]([C:6]4[CH:5]=[N:4][N:3]([CH2:1][CH3:2])[C:7]=4[CH3:8])=[O:11])[CH:34]=[CH:33][CH:32]=3)=[O:21])=[CH:23][CH:24]=2)[NH:28]1. Given the reactants [CH2:1]([N:3]1[C:7]([CH3:8])=[C:6]([C:9]([OH:11])=O)[CH:5]=[N:4]1)[CH3:2].S(Cl)(Cl)=O.[NH2:16][C:17]1[CH:18]=[C:19]([CH:32]=[CH:33][CH:34]=1)[C:20]([C:22]1[CH:30]=[C:29]2[C:25]([CH2:26][C:27](=[O:31])[NH:28]2)=[CH:24][CH:23]=1)=[O:21], predict the reaction product. (6) Given the reactants [CH3:1][NH:2][C:3]1[C:12]2[C:7](=[CH:8][CH:9]=[C:10]([N+:13]([O-])=O)[CH:11]=2)[N:6]=[CH:5][N:4]=1.[N+](C1N=CC2C(=CC=CC=2)N=1)([O-])=O, predict the reaction product. The product is: [CH3:1][NH:2][C:3]1[C:12]2[C:7](=[CH:8][CH:9]=[C:10]([NH2:13])[CH:11]=2)[N:6]=[CH:5][N:4]=1. (7) The product is: [Br:29][C:27]1[C:5]2[N:6]=[C:7]([C:9]3[C:10]([NH2:26])=[N:11][CH:12]=[C:13]([C:15]4[CH:16]=[N:17][N:18]([CH:20]5[CH2:25][CH2:24][NH:23][CH2:22][CH2:21]5)[CH:19]=4)[CH:14]=3)[S:8][C:4]=2[CH:3]=[CH:2][CH:28]=1. Given the reactants F[C:2]1[CH:28]=[CH:27][C:5]2[N:6]=[C:7]([C:9]3[C:10]([NH2:26])=[N:11][CH:12]=[C:13]([C:15]4[CH:16]=[N:17][N:18]([CH:20]5[CH2:25][CH2:24][NH:23][CH2:22][CH2:21]5)[CH:19]=4)[CH:14]=3)[S:8][C:4]=2[CH:3]=1.[Br:29]C1C2N=C(Cl)SC=2C=CC=1, predict the reaction product.